Dataset: Forward reaction prediction with 1.9M reactions from USPTO patents (1976-2016). Task: Predict the product of the given reaction. (1) Given the reactants C(Cl)(=O)C(Cl)=O.CS(C)=O.[F:11][C:12]([F:35])([F:34])[C:13]1[CH:14]=[CH:15][C:16]2[C:20]([N:21]3[CH2:26][CH2:25][N:24]([CH2:27][C@@H:28]4[CH2:30][C@H:29]4[CH2:31][OH:32])[CH2:23][CH2:22]3)=[CH:19][S:18][C:17]=2[CH:33]=1.C(N(CC)CC)C, predict the reaction product. The product is: [F:34][C:12]([F:11])([F:35])[C:13]1[CH:14]=[CH:15][C:16]2[C:20]([N:21]3[CH2:26][CH2:25][N:24]([CH2:27][C@@H:28]4[CH2:30][C@H:29]4[CH:31]=[O:32])[CH2:23][CH2:22]3)=[CH:19][S:18][C:17]=2[CH:33]=1. (2) Given the reactants [CH3:1][C:2]1[N:3]([CH2:13][C:14]([O:16][CH2:17][CH3:18])=[O:15])[C:4]2[CH2:5][CH2:6][C:7]([CH3:12])([CH3:11])[CH2:8][C:9]=2[CH:10]=1.FC(F)(F)S(O[Si](C)(C)C)(=O)=O.C([SiH](CC)CC)C.[N:38]1([S:43]([C:46]2[CH:53]=[CH:52][CH:51]=[CH:50][C:47]=2[CH:48]=O)(=[O:45])=[O:44])[CH2:42][CH2:41][CH2:40][CH2:39]1.C(=O)(O)[O-].[Na+], predict the reaction product. The product is: [CH3:1][C:2]1[N:3]([CH2:13][C:14]([O:16][CH2:17][CH3:18])=[O:15])[C:4]2[CH2:5][CH2:6][C:7]([CH3:12])([CH3:11])[CH2:8][C:9]=2[C:10]=1[CH2:48][C:47]1[CH:50]=[CH:51][CH:52]=[CH:53][C:46]=1[S:43]([N:38]1[CH2:42][CH2:41][CH2:40][CH2:39]1)(=[O:44])=[O:45]. (3) Given the reactants Cl.Cl.[NH2:3][C:4]1[C:9]2=[C:10]([C:21]3[S:22][C:23]4[C:29]([O:30][CH3:31])=[CH:28][C:27]([CH3:32])=[CH:26][C:24]=4[CH:25]=3)[C:11]([CH2:13][NH:14][CH2:15][C:16]([O:18]CC)=O)=[CH:12][N:8]2[N:7]=[CH:6][N:5]=1.[NH3:33], predict the reaction product. The product is: [NH2:3][C:4]1[C:9]2=[C:10]([C:21]3[S:22][C:23]4[C:29]([O:30][CH3:31])=[CH:28][C:27]([CH3:32])=[CH:26][C:24]=4[CH:25]=3)[C:11]([CH2:13][NH:14][CH2:15][C:16]([NH2:33])=[O:18])=[CH:12][N:8]2[N:7]=[CH:6][N:5]=1. (4) The product is: [Br:22][CH2:19][CH2:18][C@H:14]1[CH2:15][CH2:16][CH2:17][N:13]1[S:10]([C:7]1[CH:8]=[C:9]2[C:4]([CH:3]=[CH:2][NH:1]2)=[CH:5][CH:6]=1)(=[O:12])=[O:11]. Given the reactants [NH:1]1[C:9]2[C:4](=[CH:5][CH:6]=[C:7]([S:10]([N:13]3[CH2:17][CH2:16][CH2:15][C@@H:14]3[CH2:18][CH2:19]O)(=[O:12])=[O:11])[CH:8]=2)[CH:3]=[CH:2]1.C(Br)(Br)(Br)[Br:22].C1(P(C2C=CC=CC=2)C2C=CC=CC=2)C=CC=CC=1, predict the reaction product. (5) Given the reactants C(OC([N:8]1[CH2:13][CH2:12][CH2:11][CH:10]([CH2:14][NH:15][C:16](=[O:25])[O:17][CH2:18][C:19]2[CH:24]=[CH:23][CH:22]=[CH:21][CH:20]=2)[CH2:9]1)=O)(C)(C)C.[ClH:26].O1CCOCC1, predict the reaction product. The product is: [ClH:26].[NH:8]1[CH2:13][CH2:12][CH2:11][CH:10]([CH2:14][NH:15][C:16](=[O:25])[O:17][CH2:18][C:19]2[CH:24]=[CH:23][CH:22]=[CH:21][CH:20]=2)[CH2:9]1. (6) Given the reactants [F:1][C:2]1[CH:7]=[CH:6][C:5]([C:8]2[N:12]=[N:11][N:10]([CH3:13])[C:9]=2[C:14]2[N:15]=[CH:16][N:17]([C:19]3[CH:27]=[CH:26][C:22]([C:23]([OH:25])=O)=[CH:21][CH:20]=3)[CH:18]=2)=[CH:4][CH:3]=1.C1N=C[N:30](C(N2C=NC=C2)=O)C=1.[OH-].[NH4+], predict the reaction product. The product is: [F:1][C:2]1[CH:7]=[CH:6][C:5]([C:8]2[N:12]=[N:11][N:10]([CH3:13])[C:9]=2[C:14]2[N:15]=[CH:16][N:17]([C:19]3[CH:27]=[CH:26][C:22]([C:23]([NH2:30])=[O:25])=[CH:21][CH:20]=3)[CH:18]=2)=[CH:4][CH:3]=1.